From a dataset of Forward reaction prediction with 1.9M reactions from USPTO patents (1976-2016). Predict the product of the given reaction. (1) Given the reactants [C:1]([C:9]1[CH:10]=[C:11]([CH:18]=[C:19]([CH2:21]Br)[CH:20]=1)[C:12]([N:14]([O:16][CH3:17])[CH3:15])=[O:13])(=[O:8])[C:2]1[CH:7]=[CH:6][CH:5]=[CH:4][CH:3]=1.[NH:23]1[CH:27]=[N:26][CH:25]=[N:24]1.C([O-])([O-])=O.[K+].[K+], predict the reaction product. The product is: [C:1]([C:9]1[CH:10]=[C:11]([CH:18]=[C:19]([CH2:21][N:23]2[CH:27]=[N:26][CH:25]=[N:24]2)[CH:20]=1)[C:12]([N:14]([O:16][CH3:17])[CH3:15])=[O:13])(=[O:8])[C:2]1[CH:7]=[CH:6][CH:5]=[CH:4][CH:3]=1. (2) The product is: [CH3:24][C:10]1[C:3]2[C:2]([O:11][CH2:12][C:13]3[O:17][N:16]=[C:15]([C:18]4[CH:19]=[CH:20][CH:21]=[CH:22][CH:23]=4)[CH:14]=3)=[N:7][CH:6]=[N:5][C:4]=2[S:8][CH:9]=1. Given the reactants Cl[C:2]1[C:3]2[CH:10]=[CH:9][S:8][C:4]=2[N:5]=[CH:6][N:7]=1.[OH:11][CH2:12][C:13]1[O:17][N:16]=[C:15]([C:18]2[CH:23]=[CH:22][CH:21]=[CH:20][CH:19]=2)[CH:14]=1.[CH2:24](N(CC)CC)C, predict the reaction product. (3) Given the reactants [C:1]([O:5][C:6]([N:8]1[CH2:13][CH2:12][CH:11]([O:14][C:15]2[C:20]([CH3:21])=[CH:19][C:18]([N+:22]([O-:24])=[O:23])=[CH:17][C:16]=2[C:25]([O:27]C)=[O:26])[CH2:10][CH2:9]1)=[O:7])([CH3:4])([CH3:3])[CH3:2].CCCCCC, predict the reaction product. The product is: [C:1]([O:5][C:6]([N:8]1[CH2:9][CH2:10][CH:11]([O:14][C:15]2[C:20]([CH3:21])=[CH:19][C:18]([N+:22]([O-:24])=[O:23])=[CH:17][C:16]=2[C:25]([OH:27])=[O:26])[CH2:12][CH2:13]1)=[O:7])([CH3:4])([CH3:2])[CH3:3]. (4) The product is: [F:14][C:15]1[CH:16]=[C:17]([S:22][C@@H:3]2[CH:4]3[CH2:7][CH2:8][N:1]([CH2:6][CH2:5]3)[CH2:2]2)[CH:18]=[CH:19][C:20]=1[F:21]. Given the reactants [N:1]12[CH2:8][CH2:7][CH:4]([CH2:5][CH2:6]1)[C@H:3](OS(C)(=O)=O)[CH2:2]2.[F:14][C:15]1[CH:16]=[C:17]([SH:22])[CH:18]=[CH:19][C:20]=1[F:21], predict the reaction product. (5) Given the reactants [C:1]([O:9]O[C:11](=[O:18])[C:12]1[CH:17]=[CH:16]C=C[CH:13]=1)(=[O:8])[C:2]1C=CC=C[CH:3]=1.[C:19](OOC(OC(C)C)=O)(OC(C)C)=[O:20].C(OOC(C)(C)C)(=[O:38])C(C)(C)C.O(C(C)(C)C(OC(C)(C)C)=O)OC(C)(C)C([O-])=O.C(OOC(=O)CCCCCCCCCCC)(=O)CCCCCCCCCCC.N(C(C)(C)C(OC)=O)=NC(C)(C)C(OC)=O.C(OOC(C)(C)C)(C)(C)C.N(C(C)(C)C#N)=NC(C)(C)C#N.N(C1(C#N)CCCCC1)=NC1(C#N)CCCCC1, predict the reaction product. The product is: [C:1]([OH:9])(=[O:8])[CH:2]=[CH2:3].[C:1]([OH:9])(=[O:8])[CH:2]=[CH2:3].[C:1]([OH:9])(=[O:8])[CH:2]=[CH2:3].[CH2:19]([C:12]([CH2:11][OH:18])([CH2:13][OH:38])[CH2:17][CH3:16])[OH:20]. (6) Given the reactants C[O:2][C:3](=O)[C@@H:4]([N:16]1[C:22](=[O:23])[CH2:21][CH2:20][N:19]([C:24]2[CH:29]=[CH:28][CH:27]=[C:26]([O:30][C:31]([F:34])([F:33])[F:32])[CH:25]=2)[CH2:18][CH2:17]1)[CH2:5][CH2:6][N:7]1[CH2:14][CH2:13][C:10]2([CH2:12][CH2:11]2)[C@H:9]([OH:15])[CH2:8]1.[Li+].[BH4-], predict the reaction product. The product is: [OH:15][C@@H:9]1[CH2:8][N:7]([CH2:6][CH2:5][C@H:4]([N:16]2[C:22](=[O:23])[CH2:21][CH2:20][N:19]([C:24]3[CH:29]=[CH:28][CH:27]=[C:26]([O:30][C:31]([F:32])([F:33])[F:34])[CH:25]=3)[CH2:18][CH2:17]2)[CH2:3][OH:2])[CH2:14][CH2:13][C:10]21[CH2:12][CH2:11]2. (7) Given the reactants [CH2:1]([C:3]1[CH:8]=[CH:7][C:6]([CH:9]2[CH2:14][N:13]([C:15]([N:17]3[CH2:22][CH2:21][O:20][CH2:19][CH2:18]3)=[O:16])[CH2:12][CH:11]([C:23](O)=[O:24])[CH2:10]2)=[CH:5][CH:4]=1)[CH3:2].[F:26][C:27]1[S:31][C:30]([C:32](=[N:34]O)[NH2:33])=[CH:29][CH:28]=1, predict the reaction product. The product is: [CH2:1]([C:3]1[CH:8]=[CH:7][C:6]([CH:9]2[CH2:10][CH:11]([C:23]3[O:24][N:34]=[C:32]([C:30]4[S:31][C:27]([F:26])=[CH:28][CH:29]=4)[N:33]=3)[CH2:12][N:13]([C:15]([N:17]3[CH2:18][CH2:19][O:20][CH2:21][CH2:22]3)=[O:16])[CH2:14]2)=[CH:5][CH:4]=1)[CH3:2]. (8) Given the reactants [F:1][CH:2]([C:16]#[C:17][C:18]1[N:23]=[N:22][C:21]2[NH:24][C:25]([C:27]3[CH:32]=[CH:31][CH:30]=[CH:29][C:28]=3[F:33])=[CH:26][C:20]=2[CH:19]=1)[CH2:3][N:4]1[CH:8]=[C:7]([C:9]([O:11][C:12]([CH3:15])([CH3:14])[CH3:13])=[O:10])[N:6]=[N:5]1.CC1C=CC(S(NN)(=O)=O)=CC=1.C([O-])(=O)C.[Na+], predict the reaction product. The product is: [F:1][CH:2]([CH2:16][CH2:17][C:18]1[N:23]=[N:22][C:21]2[NH:24][C:25]([C:27]3[CH:32]=[CH:31][CH:30]=[CH:29][C:28]=3[F:33])=[CH:26][C:20]=2[CH:19]=1)[CH2:3][N:4]1[CH:8]=[C:7]([C:9]([O:11][C:12]([CH3:13])([CH3:14])[CH3:15])=[O:10])[N:6]=[N:5]1. (9) Given the reactants [C:1]([C:4]1[S:8][C:7]([C:9]([OH:11])=[O:10])=[CH:6][CH:5]=1)(=[O:3])[CH3:2].[CH3:12][C:13](O)([CH3:15])[CH3:14].CCN=C=NCCCN(C)C.O, predict the reaction product. The product is: [C:1]([C:4]1[S:8][C:7]([C:9]([O:11][C:13]([CH3:15])([CH3:14])[CH3:12])=[O:10])=[CH:6][CH:5]=1)(=[O:3])[CH3:2]. (10) Given the reactants [H-].[Al+3].[Li+].[H-].[H-].[H-].[NH2:7][C:8]1[C:16]([Cl:17])=[CH:15][CH:14]=[CH:13][C:9]=1[C:10](O)=[O:11].[OH-].[Na+], predict the reaction product. The product is: [NH2:7][C:8]1[C:16]([Cl:17])=[CH:15][CH:14]=[CH:13][C:9]=1[CH2:10][OH:11].